From a dataset of Reaction yield outcomes from USPTO patents with 853,638 reactions. Predict the reaction yield, written as a fraction of the theoretical maximum amount of product (1.0 means a 100% yield; for example, 0.34 means a 34% yield). (1) The reactants are [Cl:1][C:2]1[C:11]2[CH:10]=[CH:9][C:8]([O:12][CH3:13])=[C:7]([OH:14])[C:6]=2[CH:5]=[CH:4][N:3]=1.C(=O)([O-])[O-].[K+].[K+].I[CH2:22][CH3:23]. The catalyst is C(#N)C. The product is [Cl:1][C:2]1[C:11]2[C:6](=[C:7]([O:14][CH2:22][CH3:23])[C:8]([O:12][CH3:13])=[CH:9][CH:10]=2)[CH:5]=[CH:4][N:3]=1. The yield is 0.432. (2) The reactants are Cl[C:2]1[N:7]=[C:6]([NH:8][C:9]2[CH:14]=[CH:13][CH:12]=[CH:11][C:10]=2[S:15]([CH:18]([CH3:20])[CH3:19])(=[O:17])=[O:16])[C:5]([Cl:21])=[CH:4][N:3]=1.[CH3:22][P:23]([C:26]1[CH:32]=[CH:31][C:29]([NH2:30])=[C:28]([CH3:33])[CH:27]=1)([CH3:25])=[O:24].[OH-].[Na+]. The catalyst is COCCO. The product is [Cl:21][C:5]1[C:6]([NH:8][C:9]2[CH:14]=[CH:13][CH:12]=[CH:11][C:10]=2[S:15]([CH:18]([CH3:20])[CH3:19])(=[O:17])=[O:16])=[N:7][C:2]([NH:30][C:29]2[CH:31]=[CH:32][C:26]([P:23]([CH3:25])([CH3:22])=[O:24])=[CH:27][C:28]=2[CH3:33])=[N:3][CH:4]=1. The yield is 0.180.